From a dataset of Reaction yield outcomes from USPTO patents with 853,638 reactions. Predict the reaction yield, written as a fraction of the theoretical maximum amount of product (1.0 means a 100% yield; for example, 0.34 means a 34% yield). (1) The reactants are C(O[CH:4]=[C:5]1[C:16]2[C:8](=[CH:9][CH:10]=[C:11]3[C:15]=2[S:14][CH:13]=[N:12]3)[NH:7][C:6]1=[O:17])C.[C:18]([NH:26][S:27]([C:30]1[CH:35]=[CH:34][C:33]([NH2:36])=[CH:32][CH:31]=1)(=[O:29])=[O:28])(=[O:25])[C:19]1[CH:24]=[CH:23][CH:22]=[CH:21][CH:20]=1. No catalyst specified. The product is [C:18]([NH:26][S:27]([C:30]1[CH:31]=[CH:32][C:33]([NH:36][CH:4]=[C:5]2[C:16]3[C:8](=[CH:9][CH:10]=[C:11]4[C:15]=3[S:14][CH:13]=[N:12]4)[NH:7][C:6]2=[O:17])=[CH:34][CH:35]=1)(=[O:29])=[O:28])(=[O:25])[C:19]1[CH:24]=[CH:23][CH:22]=[CH:21][CH:20]=1. The yield is 0.250. (2) The yield is 0.790. The product is [Cl:1][C:2]1[CH:7]=[CH:6][CH:5]=[CH:4][C:3]=1[C:8]1[C:9]([C:26]2[CH:31]=[CH:30][C:29]([Cl:32])=[CH:28][CH:27]=2)=[CH:10][C:11]2[N:12]([C:14]([C:17]34[CH2:23][C:20]([OH:24])([CH2:21][CH2:22]3)[CH2:19][CH2:18]4)=[N:15][N:16]=2)[N:13]=1. The reactants are [Cl:1][C:2]1[CH:7]=[CH:6][CH:5]=[CH:4][C:3]=1[C:8]1[C:9]([C:26]2[CH:31]=[CH:30][C:29]([Cl:32])=[CH:28][CH:27]=2)=[CH:10][C:11]2[N:12]([C:14]([C:17]34[CH2:23][C:20]([O:24]C)([CH2:21][CH2:22]3)[CH2:19][CH2:18]4)=[N:15][N:16]=2)[N:13]=1.ClC1C=CC=CC=1C1C(C2C=CC(Cl)=CC=2)=CC2N(C(C34CCC(O)(CC3)CC4)=NN=2)N=1. No catalyst specified. (3) The reactants are [O:1]([CH2:8][CH2:9][OH:10])[C:2]1[CH:7]=[CH:6][CH:5]=[CH:4][CH:3]=1.[H-].[Na+].Br[CH2:14][CH3:15].CCOC(C)=O. The catalyst is C1COCC1. The product is [CH2:14]([O:10][CH2:9][CH2:8][O:1][C:2]1[CH:7]=[CH:6][CH:5]=[CH:4][CH:3]=1)[CH3:15]. The yield is 0.790. (4) The reactants are C(O[C:4](=[O:13])[C:5]1[C:10](Cl)=[CH:9][CH:8]=[N:7][C:6]=1[Cl:12])C.[C:14]([O:18][CH2:19][CH3:20])(=[O:17])[CH2:15][OH:16].[H-].[Na+]. The catalyst is CN(C=O)C. The product is [CH2:19]([O:18][C:14]([C:15]1[O:16][C:10]2[CH:9]=[CH:8][N:7]=[C:6]([Cl:12])[C:5]=2[C:4]=1[OH:13])=[O:17])[CH3:20]. The yield is 1.00. (5) The reactants are C1(NC2C(C)=NC3C(N=2)=C(C2NC4[C@H]([C@H](O)C)NC(=O)C=4C=2)C(F)=CC=3)CC1.Br[CH2:30][C:31]([C:33]1[C:42]([F:43])=[CH:41][CH:40]=[C:39]2[C:34]=1[N:35]=[C:36]([NH:45][CH:46]1[CH2:48][CH2:47]1)[C:37]([CH3:44])=[N:38]2)=[O:32].[C:49]([O:53][C:54]([NH:56][C@H:57]([C@@H:66]([O:68][Si:69]([C:72]([CH3:75])([CH3:74])[CH3:73])([CH3:71])[CH3:70])[CH3:67])[C:58](=[O:65])[CH2:59][C:60]([O:62][CH2:63][CH3:64])=[O:61])=[O:55])([CH3:52])([CH3:51])[CH3:50].C([O-])([O-])=O.[K+].[K+]. The catalyst is CN(C=O)C.CCO.CC(O)=O. The product is [C:49]([O:53][C:54]([NH:56][C@H:57]([C@@H:66]([O:68][Si:69]([C:72]([CH3:74])([CH3:73])[CH3:75])([CH3:70])[CH3:71])[CH3:67])[C:58](=[O:65])[CH:59]([CH2:30][C:31]([C:33]1[C:42]([F:43])=[CH:41][CH:40]=[C:39]2[C:34]=1[N:35]=[C:36]([NH:45][CH:46]1[CH2:48][CH2:47]1)[C:37]([CH3:44])=[N:38]2)=[O:32])[C:60]([O:62][CH2:63][CH3:64])=[O:61])=[O:55])([CH3:52])([CH3:50])[CH3:51]. The yield is 0.960. (6) The reactants are [CH:1]1([N:5]([CH2:20][CH2:21][CH2:22][C:23]2[C:31]3[C:26](=[C:27]([F:33])[CH:28]=[C:29]([F:32])[CH:30]=3)[NH:25][CH:24]=2)[CH:6]2[CH2:15][C:14]3[C:13]([C:16]([O:18]C)=[O:17])=[CH:12][CH:11]=[CH:10][C:9]=3[O:8][CH2:7]2)[CH2:4][CH2:3][CH2:2]1.[OH-].[Na+]. The catalyst is O1CCCC1.C(OCC)(=O)C. The product is [CH:1]1([N:5]([CH2:20][CH2:21][CH2:22][C:23]2[C:31]3[C:26](=[C:27]([F:33])[CH:28]=[C:29]([F:32])[CH:30]=3)[NH:25][CH:24]=2)[CH:6]2[CH2:15][C:14]3[C:13]([C:16]([OH:18])=[O:17])=[CH:12][CH:11]=[CH:10][C:9]=3[O:8][CH2:7]2)[CH2:4][CH2:3][CH2:2]1. The yield is 0.980.